Dataset: Full USPTO retrosynthesis dataset with 1.9M reactions from patents (1976-2016). Task: Predict the reactants needed to synthesize the given product. (1) Given the product [CH3:1][O:2][C:3](=[O:15])[CH2:4][C@@:5]1([CH2:11][NH:12][C:13]([O:24][CH3:23])=[O:14])[CH2:9][CH2:8][C@@H:7]([CH3:10])[CH2:6]1, predict the reactants needed to synthesize it. The reactants are: [CH3:1][O:2][C:3](=[O:15])[CH2:4][C@@:5]1([CH2:11][N:12]=[C:13]=[O:14])[CH2:9][CH2:8][C@@H:7]([CH3:10])[CH2:6]1.C1(C)C=CC=CC=1.[CH3:23][OH:24]. (2) Given the product [OH2:16].[ClH:1].[ClH:1].[C:3]([C:6]1[CH:7]=[C:8]([C:12]2[CH:13]=[C:14]([CH:18]=[C:19]([CH2:21][NH:22][CH2:23][CH:24]3[CH2:25][CH2:26][N:27]([C:30](=[NH:32])[CH3:31])[CH2:28][CH2:29]3)[CH:20]=2)[C:15]([OH:17])=[O:16])[CH:9]=[CH:10][CH:11]=1)(=[NH:4])[NH2:5], predict the reactants needed to synthesize it. The reactants are: [ClH:1].Cl.[C:3]([C:6]1[CH:7]=[C:8]([C:12]2[CH:13]=[C:14]([CH:18]=[C:19]([CH2:21][NH:22][CH2:23][CH:24]3[CH2:29][CH2:28][N:27]([C:30](=[NH:32])[CH3:31])[CH2:26][CH2:25]3)[CH:20]=2)[C:15]([OH:17])=[O:16])[CH:9]=[CH:10][CH:11]=1)(=[NH:5])[NH2:4]. (3) Given the product [O:1]1[C:5]2[CH:6]=[CH:7][CH:8]=[CH:9][C:4]=2[CH:3]=[C:2]1[C:10]1[C:18]2[C:13](=[CH:14][CH:15]=[C:16]([C:19]([NH:56][CH2:55][CH2:54][N:53]([CH3:57])[CH3:52])=[O:21])[CH:17]=2)[NH:12][N:11]=1, predict the reactants needed to synthesize it. The reactants are: [O:1]1[C:5]2[CH:6]=[CH:7][CH:8]=[CH:9][C:4]=2[CH:3]=[C:2]1[C:10]1[C:18]2[C:13](=[CH:14][CH:15]=[C:16]([C:19]([OH:21])=O)[CH:17]=2)[N:12](C2CCCCO2)[N:11]=1.F[P-](F)(F)(F)(F)F.N1(OC(N(C)C)=[N+](C)C)C2C=CC=CC=2N=N1.[CH3:52][N:53]([CH3:57])[CH2:54][CH2:55][NH2:56]. (4) Given the product [Br:5][C:6]1[CH:7]=[C:8]2[C:13](=[CH:14][CH:15]=1)[O:12][C:11]([C:16]1[CH:21]=[CH:20][C:19]([N:2]([CH3:1])[CH3:24])=[CH:18][CH:17]=1)=[CH:10][C:9]2=[O:23], predict the reactants needed to synthesize it. The reactants are: [C:1]([BH3-])#[N:2].[Na+].[Br:5][C:6]1[CH:7]=[C:8]2[C:13](=[CH:14][CH:15]=1)[O:12][C:11]([C:16]1[CH:21]=[CH:20][C:19](N)=[CH:18][CH:17]=1)=[CH:10][C:9]2=[O:23].[CH2:24]=O.[OH-].[Na+].